Dataset: Full USPTO retrosynthesis dataset with 1.9M reactions from patents (1976-2016). Task: Predict the reactants needed to synthesize the given product. (1) Given the product [Br:7][C:8]1[C:18]([O:19][CH2:22][C:23]([CH2:24][CH3:25])=[O:26])=[C:17]([Br:20])[CH:16]=[CH:15][C:9]=1[C:10]([O:12][CH2:13][CH3:14])=[O:11], predict the reactants needed to synthesize it. The reactants are: C([O-])([O-])=O.[K+].[K+].[Br:7][C:8]1[C:18]([OH:19])=[C:17]([Br:20])[CH:16]=[CH:15][C:9]=1[C:10]([O:12][CH2:13][CH3:14])=[O:11].Br[CH2:22][C:23](=[O:26])[CH2:24][CH3:25].O. (2) Given the product [CH2:22]([O:21][C:11]1[C:7]2[NH:8][C:9]3[CH:10]=[C:2]([C:34]4[CH:39]=[CH:38][N:37]=[CH:36][CH:35]=4)[CH:3]=[C:4]([O:24][CH3:25])[C:5]=3[C:6]=2[N:14]=[C:13]([N:15]2[CH2:20][CH2:19][NH:18][CH2:17][CH2:16]2)[N:12]=1)[CH3:23], predict the reactants needed to synthesize it. The reactants are: Br[C:2]1[CH:3]=[C:4]([O:24][CH3:25])[C:5]2[C:6]3[N:14]=[C:13]([N:15]4[CH2:20][CH2:19][NH:18][CH2:17][CH2:16]4)[N:12]=[C:11]([O:21][CH2:22][CH3:23])[C:7]=3[NH:8][C:9]=2[CH:10]=1.CC1(C)C(C)(C)OB([C:34]2[CH:39]=[CH:38][N:37]=[CH:36][CH:35]=2)O1.C([O-])([O-])=O.[K+].[K+].COC1C=CC=C(OC)C=1C1C=CC=CC=1P(C1CCCCC1)C1CCCCC1. (3) The reactants are: C([O:5][C:6](=[O:31])[CH2:7][NH:8][C:9]([C:11]1[CH:12]=[N:13][C:14]([O:25][CH2:26][C:27]([F:30])([F:29])[F:28])=[C:15]([C:17]2[CH:22]=[CH:21][C:20]([Cl:23])=[C:19]([Cl:24])[CH:18]=2)[CH:16]=1)=[O:10])(C)(C)C.C(OCC)(=O)C. Given the product [Cl:24][C:19]1[CH:18]=[C:17]([C:15]2[CH:16]=[C:11]([C:9]([NH:8][CH2:7][C:6]([OH:31])=[O:5])=[O:10])[CH:12]=[N:13][C:14]=2[O:25][CH2:26][C:27]([F:30])([F:28])[F:29])[CH:22]=[CH:21][C:20]=1[Cl:23], predict the reactants needed to synthesize it. (4) The reactants are: [ClH:1].[NH2:2][C@@H:3]([CH3:10])[C:4]([O:6][CH:7]([CH3:9])[CH3:8])=[O:5].[P:11](Cl)(Cl)(=[O:23])[O:12][C:13]1[CH:22]=[CH:21][C:20]2[C:15](=[CH:16][CH:17]=[CH:18][CH:19]=2)[CH:14]=1.C(N(CC)CC)C. Given the product [Cl:1][C:14]1[C:15]2[C:20](=[CH:19][CH:18]=[CH:17][CH:16]=2)[CH:21]=[CH:22][C:13]=1[O:12][P:11](=[N:2][C@@H:3]([CH3:10])[C:4]([O:6][CH:7]([CH3:9])[CH3:8])=[O:5])=[O:23], predict the reactants needed to synthesize it. (5) Given the product [CH2:1]([O:8][C:9]([N:11]1[CH2:16][CH2:15][CH2:14][CH:13]([CH2:17][C:23]#[N:24])[CH2:12]1)=[O:10])[C:2]1[CH:7]=[CH:6][CH:5]=[CH:4][CH:3]=1, predict the reactants needed to synthesize it. The reactants are: [CH2:1]([O:8][C:9]([N:11]1[CH2:16][CH2:15][CH2:14][CH:13]([CH2:17]OS(C)(=O)=O)[CH2:12]1)=[O:10])[C:2]1[CH:7]=[CH:6][CH:5]=[CH:4][CH:3]=1.[C-:23]#[N:24].[Na+].O. (6) Given the product [CH2:1]([CH:8]1[CH2:12][O:11][C:10](=[O:13])[N:9]1[C:14](=[O:36])[CH:15]([CH2:19][C:20]1[C:25]([Cl:26])=[CH:24][C:23]([O:27][CH2:28][C:29]2[CH:34]=[CH:33][CH:32]=[CH:31][CH:30]=2)=[CH:22][C:21]=1[Cl:35])[CH2:16][CH:17]=[O:40])[C:2]1[CH:3]=[CH:4][CH:5]=[CH:6][CH:7]=1, predict the reactants needed to synthesize it. The reactants are: [CH2:1]([CH:8]1[CH2:12][O:11][C:10](=[O:13])[N:9]1[C:14](=[O:36])[CH:15]([CH2:19][C:20]1[C:25]([Cl:26])=[CH:24][C:23]([O:27][CH2:28][C:29]2[CH:34]=[CH:33][CH:32]=[CH:31][CH:30]=2)=[CH:22][C:21]=1[Cl:35])[CH2:16][CH:17]=C)[C:2]1[CH:7]=[CH:6][CH:5]=[CH:4][CH:3]=1.C1C[O:40]CC1.O.